From a dataset of Full USPTO retrosynthesis dataset with 1.9M reactions from patents (1976-2016). Predict the reactants needed to synthesize the given product. (1) Given the product [F:1][C:2]([F:25])([F:26])[C:3]1[CH:8]=[C:7]([NH2:9])[CH:6]=[CH:5][C:4]=1[C:12]1[CH:17]=[CH:16][C:15]([NH2:18])=[CH:14][C:13]=1[C:21]([F:22])([F:23])[F:24], predict the reactants needed to synthesize it. The reactants are: [F:1][C:2]([F:26])([F:25])[C:3]1[CH:8]=[C:7]([N+:9]([O-])=O)[CH:6]=[CH:5][C:4]=1[C:12]1[CH:17]=[CH:16][C:15]([N+:18]([O-])=O)=[CH:14][C:13]=1[C:21]([F:24])([F:23])[F:22]. (2) Given the product [C:1]([O:4][CH2:5][CH:6]([O:9][CH2:10][N:11]1[CH:15]=[CH:14][N:13]=[C:12]1[N+:16]([O-:18])=[O:17])[CH2:7][S:25]([CH3:20])(=[O:27])=[O:26])(=[O:3])[CH3:2], predict the reactants needed to synthesize it. The reactants are: [C:1]([O:4][CH2:5][CH:6]([O:9][CH2:10][N:11]1[CH:15]=[CH:14][N:13]=[C:12]1[N+:16]([O-:18])=[O:17])[CH2:7]O)(=[O:3])[CH3:2].C1(C)[C:20]([S:25](Cl)(=[O:27])=[O:26])=CC=CC=1. (3) Given the product [F:46][C:42]1[C:41]([C:2]2[N:3]=[C:4]([N:24]3[CH2:29][CH2:28][O:27][CH2:26][CH2:25]3)[C:5]3[N:11]=[C:10]([C:12]([N:14]4[CH2:19][CH2:18][CH:17]([C:20]([OH:23])([CH3:22])[CH3:21])[CH2:16][CH2:15]4)=[O:13])[CH:9]=[CH:8][C:6]=3[N:7]=2)=[C:40]2[C:45](=[CH:44][CH:43]=1)[NH:37][CH:38]=[CH:39]2, predict the reactants needed to synthesize it. The reactants are: Cl[C:2]1[N:3]=[C:4]([N:24]2[CH2:29][CH2:28][O:27][CH2:26][CH2:25]2)[C:5]2[N:11]=[C:10]([C:12]([N:14]3[CH2:19][CH2:18][CH:17]([C:20]([OH:23])([CH3:22])[CH3:21])[CH2:16][CH2:15]3)=[O:13])[CH:9]=[CH:8][C:6]=2[N:7]=1.[Si]([N:37]1[C:45]2[C:40](=[C:41](B3OC(C)(C)C(C)(C)O3)[C:42]([F:46])=[CH:43][CH:44]=2)[CH:39]=[CH:38]1)(C(C)(C)C)(C)C.